From a dataset of Catalyst prediction with 721,799 reactions and 888 catalyst types from USPTO. Predict which catalyst facilitates the given reaction. (1) Reactant: [N:1]1([C:7]([C:20]2[S:21][CH:22]=[CH:23][CH:24]=2)([CH3:19])[C:8]([O:10][C@@H:11]2[CH:16]3[CH2:17][CH2:18][N:13]([CH2:14][CH2:15]3)[CH2:12]2)=[O:9])[CH2:6][CH2:5][CH2:4][CH2:3][CH2:2]1.[Br:25][CH2:26][CH2:27][C:28]1[CH:33]=[CH:32][CH:31]=[C:30]([Cl:34])[CH:29]=1. Product: [Br-:25].[Cl:34][C:30]1[CH:29]=[C:28]([CH2:27][CH2:26][N+:13]23[CH2:14][CH2:15][CH:16]([CH2:17][CH2:18]2)[C@@H:11]([O:10][C:8](=[O:9])[C:7]([N:1]2[CH2:2][CH2:3][CH2:4][CH2:5][CH2:6]2)([C:20]2[S:21][CH:22]=[CH:23][CH:24]=2)[CH3:19])[CH2:12]3)[CH:33]=[CH:32][CH:31]=1. The catalyst class is: 10. (2) Reactant: [Br:1][C:2]1[C:3]([F:19])=[C:4]2[O:8][C:7]([C:9]([CH3:13])([CH3:12])[CH2:10][OH:11])=[N:6][C:5]2=[C:14]([C:17]#[N:18])[C:15]=1[CH3:16].F[B-](F)(F)F.[H+].[CH3:26][Si](C=[N+]=[N-])(C)C.O. Product: [Br:1][C:2]1[C:3]([F:19])=[C:4]2[O:8][C:7]([C:9]([CH3:13])([CH3:12])[CH2:10][O:11][CH3:26])=[N:6][C:5]2=[C:14]([C:17]#[N:18])[C:15]=1[CH3:16]. The catalyst class is: 2. (3) Reactant: [F:1][CH:2]([F:14])[C:3]1[NH:8][C:7](=[O:9])[C:6]([C:10]([O:12]C)=[O:11])=[CH:5][CH:4]=1.[OH-].[Li+]. Product: [F:14][CH:2]([F:1])[C:3]1[NH:8][C:7](=[O:9])[C:6]([C:10]([OH:12])=[O:11])=[CH:5][CH:4]=1. The catalyst class is: 24. (4) Reactant: [Cl:1][C:2]1[C:7]([F:8])=[CH:6][C:5]([C:9]2[C:14]([C:15](O)=[O:16])=[CH:13][N:12]=[CH:11][CH:10]=2)=[C:4]([F:18])[CH:3]=1.S(Cl)(Cl)=O.Cl.CN.C[CH2:27][N:28](C(C)C)C(C)C. Product: [Cl:1][C:2]1[C:7]([F:8])=[CH:6][C:5]([C:9]2[C:14]([C:15]([NH:28][CH3:27])=[O:16])=[CH:13][N:12]=[CH:11][CH:10]=2)=[C:4]([F:18])[CH:3]=1. The catalyst class is: 4. (5) Reactant: [C:1]([O:5][C:6](=[O:18])[NH:7][C:8]1[NH:12][C:11]2[CH:13]=[C:14]([NH2:17])[CH:15]=[CH:16][C:10]=2[N:9]=1)([CH3:4])([CH3:3])[CH3:2].C(N(CC)CC)C.[CH2:26]([CH:33]1[CH2:38][CH2:37][N:36]([C:39](=[O:43])[C:40](Cl)=[O:41])[CH2:35][CH2:34]1)[C:27]1[CH:32]=[CH:31][CH:30]=[CH:29][CH:28]=1. Product: [C:1]([O:5][C:6](=[O:18])[NH:7][C:8]1[NH:9][C:10]2[CH:16]=[CH:15][C:14]([NH:17][C:40](=[O:41])[C:39]([N:36]3[CH2:35][CH2:34][CH:33]([CH2:26][C:27]4[CH:28]=[CH:29][CH:30]=[CH:31][CH:32]=4)[CH2:38][CH2:37]3)=[O:43])=[CH:13][C:11]=2[N:12]=1)([CH3:4])([CH3:2])[CH3:3]. The catalyst class is: 22. (6) Reactant: [CH3:1][C:2]1([CH3:36])[C:6](=[O:7])[N:5]([C:8]2[CH:13]=[CH:12][C:11]([C:14]([CH3:20])([CH3:19])[C:15]([O:17]C)=[O:16])=[CH:10][CH:9]=2)[C:4](=[O:21])[N:3]1[CH2:22][C:23]1[CH:28]=[CH:27][N:26]=[C:25]([NH:29][C:30]2[CH:31]=[N:32][CH:33]=[CH:34][CH:35]=2)[CH:24]=1.[OH-].[K+].Cl. Product: [CH3:1][C:2]1([CH3:36])[C:6](=[O:7])[N:5]([C:8]2[CH:13]=[CH:12][C:11]([C:14]([CH3:19])([CH3:20])[C:15]([OH:17])=[O:16])=[CH:10][CH:9]=2)[C:4](=[O:21])[N:3]1[CH2:22][C:23]1[CH:28]=[CH:27][N:26]=[C:25]([NH:29][C:30]2[CH:31]=[N:32][CH:33]=[CH:34][CH:35]=2)[CH:24]=1. The catalyst class is: 24. (7) Reactant: [C:1]([CH2:9][C:10]([O:12]CC)=O)(=[O:8])[C:2]1[CH:7]=[CH:6][CH:5]=[CH:4][CH:3]=1.[CH:15]1([CH2:18][NH2:19])[CH2:17][CH2:16]1.C1(C)C=CC(S(O)(=O)=O)=CC=1. Product: [CH:15]1([CH2:18][NH:19][C:10](=[O:12])[CH2:9][C:1](=[O:8])[C:2]2[CH:3]=[CH:4][CH:5]=[CH:6][CH:7]=2)[CH2:17][CH2:16]1. The catalyst class is: 12.